This data is from Full USPTO retrosynthesis dataset with 1.9M reactions from patents (1976-2016). The task is: Predict the reactants needed to synthesize the given product. (1) Given the product [NH:16]1[CH2:15][CH2:14][CH:13]([C:11]2[O:10][N:9]=[C:8]([CH2:7][C:3]3[CH:2]=[N:1][CH:6]=[CH:5][CH:4]=3)[N:12]=2)[CH2:18][CH2:17]1, predict the reactants needed to synthesize it. The reactants are: [N:1]1[CH:6]=[CH:5][CH:4]=[C:3]([CH2:7][C:8]2[N:12]=[C:11]([CH:13]3[CH2:18][CH2:17][N:16](C(OC(C)(C)C)=O)[CH2:15][CH2:14]3)[O:10][N:9]=2)[CH:2]=1. (2) The reactants are: CN1CCOCC1.Cl.[CH3:9][O:10][C:11](=[O:15])[C@H:12]([CH3:14])[NH2:13].C1C=CC2N(O)N=NC=2C=1.CN(C)CCCN=C=NCC.[C:37]([NH:44][C@@H:45]([C:50](O)=[O:51])[CH2:46][CH2:47][S:48][CH3:49])([O:39][C:40]([CH3:43])([CH3:42])[CH3:41])=[O:38]. Given the product [NH:44]([C:37]([O:39][C:40]([CH3:43])([CH3:42])[CH3:41])=[O:38])[C@@H:45]([C:50]([NH:13][C@H:12]([C:11]([O:10][CH3:9])=[O:15])[CH3:14])=[O:51])[CH2:46][CH2:47][S:48][CH3:49], predict the reactants needed to synthesize it.